Dataset: Full USPTO retrosynthesis dataset with 1.9M reactions from patents (1976-2016). Task: Predict the reactants needed to synthesize the given product. (1) Given the product [CH3:19][O:20][CH2:2][CH2:3][NH:5][C:6]1[CH:16]=[CH:15][C:9]([C:10]([O:12][CH2:13][CH3:14])=[O:11])=[CH:8][CH:7]=1, predict the reactants needed to synthesize it. The reactants are: F[C:2](F)(F)[C:3]([NH:5][C:6]1[CH:16]=[CH:15][C:9]([C:10]([O:12][CH2:13][CH3:14])=[O:11])=[CH:8][CH:7]=1)=O.[CH3:19][O:20]CCO.N(C(OC(C)C)=O)=NC(OC(C)C)=O. (2) Given the product [CH3:59][O:60][C:61]([C:63]1([NH:66][C:23](=[O:25])[C:22]2[CH:21]=[CH:20][C:19]([C:18]3[O:17][N:16]=[C:15]([CH3:28])[C:14]=3[NH:13][C:11]([O:10][CH:8]([C:3]3[CH:4]=[CH:5][CH:6]=[CH:7][C:2]=3[Cl:1])[CH3:9])=[O:12])=[CH:27][CH:26]=2)[CH2:65][CH2:64]1)=[O:62], predict the reactants needed to synthesize it. The reactants are: [Cl:1][C:2]1[CH:7]=[CH:6][CH:5]=[CH:4][C:3]=1[CH:8]([O:10][C:11]([NH:13][C:14]1[C:15]([CH3:28])=[N:16][O:17][C:18]=1[C:19]1[CH:27]=[CH:26][C:22]([C:23]([OH:25])=O)=[CH:21][CH:20]=1)=[O:12])[CH3:9].ON1C2C=CC=CC=2N=N1.CN(C)CCCN=C=NCC.C(N(C(C)C)CC)(C)C.[CH3:59][O:60][C:61]([C:63]1([NH2:66])[CH2:65][CH2:64]1)=[O:62]. (3) Given the product [Cl:34][C:31]1[CH:32]=[CH:33][C:28]([NH:27][C:25](=[O:26])[C@@H:24]([O:35][C:36]2[C:37]3[N:44]=[N:43][N:42]([C:45]4[CH:50]=[CH:49][CH:48]=[CH:47][C:46]=4[CH3:51])[C:38]=3[N:39]=[CH:40][N:41]=2)[CH2:23][O:22][CH2:21][CH2:20][OH:19])=[N:29][CH:30]=1, predict the reactants needed to synthesize it. The reactants are: Cl.[Si]([O:19][CH2:20][CH2:21][O:22][CH2:23][C@H:24]([O:35][C:36]1[C:37]2[N:44]=[N:43][N:42]([C:45]3[CH:50]=[CH:49][CH:48]=[CH:47][C:46]=3[CH3:51])[C:38]=2[N:39]=[CH:40][N:41]=1)[C:25]([NH:27][C:28]1[CH:33]=[CH:32][C:31]([Cl:34])=[CH:30][N:29]=1)=[O:26])(C(C)(C)C)(C1C=CC=CC=1)C1C=CC=CC=1. (4) Given the product [Cl-:25].[CH3:19][O:20][CH2:21][CH2:22][O:23][CH2:24][N:11]1[CH:12]=[C:7]([C:1]2[CH:2]=[CH:3][CH:4]=[CH:5][CH:6]=2)[CH:8]=[C:9]2[C:15]([CH3:17])([CH3:16])[CH:14]([CH3:18])[NH+:13]=[C:10]12, predict the reactants needed to synthesize it. The reactants are: [C:1]1([C:7]2[CH:8]=[C:9]3[C:15]([CH3:17])([CH3:16])[C:14]([CH3:18])=[N:13][C:10]3=[N:11][CH:12]=2)[CH:6]=[CH:5][CH:4]=[CH:3][CH:2]=1.[CH3:19][O:20][CH2:21][CH2:22][O:23][CH2:24][Cl:25]. (5) Given the product [NH2:1][C:2]1[CH:10]=[N:9][CH:8]=[CH:7][C:3]=1[CH2:4][OH:5], predict the reactants needed to synthesize it. The reactants are: [NH2:1][C:2]1[CH:10]=[N:9][CH:8]=[CH:7][C:3]=1[C:4](O)=[O:5].[H-].[H-].[H-].[H-].[Li+].[Al+3]. (6) Given the product [CH2:12]([O:10][C:6]1[CH:7]=[CH:8][CH:9]=[C:2]([F:1])[C:3]=1[CH:4]=[O:5])[CH3:13], predict the reactants needed to synthesize it. The reactants are: [F:1][C:2]1[CH:9]=[CH:8][CH:7]=[C:6]([OH:10])[C:3]=1[CH:4]=[O:5].I[CH2:12][CH3:13].C([O-])([O-])=O.[K+].[K+].CCOCC.